Task: Regression. Given a peptide amino acid sequence and an MHC pseudo amino acid sequence, predict their binding affinity value. This is MHC class II binding data.. Dataset: Peptide-MHC class II binding affinity with 134,281 pairs from IEDB The peptide sequence is EKMFVSPTPGQRNPY. The MHC is DRB1_0405 with pseudo-sequence DRB1_0405. The binding affinity (normalized) is 0.656.